This data is from Forward reaction prediction with 1.9M reactions from USPTO patents (1976-2016). The task is: Predict the product of the given reaction. (1) Given the reactants [C:1]([C:3]1[CH:4]=[C:5]([C:9]2[CH:14]=[CH:13][C:12]([O:15][CH3:16])=[C:11]([CH2:17][NH:18][CH:19]3[CH2:24][CH2:23][CH:22]([N:25]([CH3:33])[C:26](=[O:32])[O:27][C:28]([CH3:31])([CH3:30])[CH3:29])[CH2:21][CH2:20]3)[CH:10]=2)[CH:6]=[CH:7][CH:8]=1)#[N:2].[Cl:34][C:35]1[C:36]2[C:46]([F:47])=[CH:45][CH:44]=[CH:43][C:37]=2[S:38][C:39]=1[C:40](Cl)=[O:41], predict the reaction product. The product is: [Cl:34][C:35]1[C:36]2[C:46]([F:47])=[CH:45][CH:44]=[CH:43][C:37]=2[S:38][C:39]=1[C:40]([N:18]([CH2:17][C:11]1[CH:10]=[C:9]([C:5]2[CH:6]=[CH:7][CH:8]=[C:3]([C:1]#[N:2])[CH:4]=2)[CH:14]=[CH:13][C:12]=1[O:15][CH3:16])[CH:19]1[CH2:24][CH2:23][CH:22]([N:25]([CH3:33])[C:26](=[O:32])[O:27][C:28]([CH3:30])([CH3:29])[CH3:31])[CH2:21][CH2:20]1)=[O:41]. (2) Given the reactants [F:1][C:2]1[CH:15]=[CH:14][C:5]([C:6]([CH:8]2[CH2:13][CH2:12][NH:11][CH2:10][CH2:9]2)=[O:7])=[CH:4][CH:3]=1.[N+:16]([C:19]1[CH:24]=[CH:23][C:22]([CH:25]2[CH2:27][O:26]2)=[CH:21][CH:20]=1)([O-:18])=[O:17].[CH3:28]S(Cl)(=O)=O.C(N(CC)CC)C.CO, predict the reaction product. The product is: [F:1][C:2]1[CH:3]=[CH:4][C:5]([C:6]([CH:8]2[CH2:13][CH2:12][N:11]([CH2:27][CH:25]([O:26][CH3:28])[C:22]3[CH:21]=[CH:20][C:19]([N+:16]([O-:18])=[O:17])=[CH:24][CH:23]=3)[CH2:10][CH2:9]2)=[O:7])=[CH:14][CH:15]=1.